This data is from Forward reaction prediction with 1.9M reactions from USPTO patents (1976-2016). The task is: Predict the product of the given reaction. (1) Given the reactants [N+:1]([C:4]1[CH:9]=[CH:8][C:7]([C:10]2[NH:19][C:13]3[CH:14]=[N:15][C:16]([NH2:18])=[CH:17][C:12]=3[N:11]=2)=[CH:6][CH:5]=1)([O-:3])=[O:2].Cl.[N:21]1[CH:26]=[CH:25][CH:24]=[CH:23][C:22]=1[C:27](Cl)=[O:28].O, predict the reaction product. The product is: [N+:1]([C:4]1[CH:9]=[CH:8][C:7]([C:10]2[NH:19][C:13]3[CH:14]=[N:15][C:16]([NH:18][C:27]([C:22]4[CH:23]=[CH:24][CH:25]=[CH:26][N:21]=4)=[O:28])=[CH:17][C:12]=3[N:11]=2)=[CH:6][CH:5]=1)([O-:3])=[O:2]. (2) Given the reactants [CH:1]([O:4][C:5]([N:7]1[CH2:12][CH2:11][CH:10]([O:13][C:14]2[C:19]([O:20][CH3:21])=[C:18](Cl)[N:17]=[CH:16][N:15]=2)[CH2:9][CH2:8]1)=[O:6])([CH3:3])[CH3:2].C(=O)([O-])[O-].[K+].[K+].[Br:29][C:30]1[CH:35]=[CH:34][C:33]([OH:36])=[C:32]([F:37])[CH:31]=1, predict the reaction product. The product is: [CH:1]([O:4][C:5]([N:7]1[CH2:12][CH2:11][CH:10]([O:13][C:14]2[C:19]([O:20][CH3:21])=[C:18]([O:36][C:33]3[CH:34]=[CH:35][C:30]([Br:29])=[CH:31][C:32]=3[F:37])[N:17]=[CH:16][N:15]=2)[CH2:9][CH2:8]1)=[O:6])([CH3:3])[CH3:2].